From a dataset of Reaction yield outcomes from USPTO patents with 853,638 reactions. Predict the reaction yield, written as a fraction of the theoretical maximum amount of product (1.0 means a 100% yield; for example, 0.34 means a 34% yield). (1) The reactants are [CH2:1]([N:8]([CH2:31][C:32]1[CH:37]=CC=C[CH:33]=1)[C@@H:9]([CH2:24][C:25]1[CH:30]=[CH:29][CH:28]=[CH:27][CH:26]=1)[C:10]([C@H:12]1[CH2:16][CH2:15][CH2:14][N:13]1[C:17](OC(C)(C)C)=[O:18])=[O:11])C1C=CC=CC=1.[BH4-].[Na+]. The catalyst is CO. The product is [CH2:31]([N:8]([CH2:1][C:25]1[CH:30]=[CH:29][CH:28]=[CH:27][CH:26]=1)[C@H:9]([C@H:10]1[O:11][C:17](=[O:18])[N:13]2[CH2:14][CH2:15][CH2:16][C@H:12]12)[CH2:24][C:25]1[CH:30]=[CH:29][CH:28]=[CH:27][CH:26]=1)[C:32]1[CH:37]=[CH:24][CH:9]=[CH:10][CH:33]=1. The yield is 0.220. (2) The reactants are [Cl:1][C:2]1[CH:7]=[CH:6][C:5](I)=[CH:4][CH:3]=1.[Li]CCCC.[O:14]=[C:15]1[CH2:20][CH2:19][N:18]([C:21]([O:23][C:24]([CH3:27])([CH3:26])[CH3:25])=[O:22])[CH2:17][CH2:16]1. The catalyst is O1CCCC1. The product is [Cl:1][C:2]1[CH:7]=[CH:6][C:5]([C:15]2([OH:14])[CH2:16][CH2:17][N:18]([C:21]([O:23][C:24]([CH3:26])([CH3:25])[CH3:27])=[O:22])[CH2:19][CH2:20]2)=[CH:4][CH:3]=1. The yield is 0.780.